This data is from Peptide-MHC class II binding affinity with 134,281 pairs from IEDB. The task is: Regression. Given a peptide amino acid sequence and an MHC pseudo amino acid sequence, predict their binding affinity value. This is MHC class II binding data. (1) The peptide sequence is DKGPGFVVTGRVYCD. The binding affinity (normalized) is 0.355. The MHC is DRB1_0701 with pseudo-sequence DRB1_0701. (2) The peptide sequence is YFPPPAAKEDFLGCL. The MHC is HLA-DPA10201-DPB10101 with pseudo-sequence HLA-DPA10201-DPB10101. The binding affinity (normalized) is 0.352.